This data is from Forward reaction prediction with 1.9M reactions from USPTO patents (1976-2016). The task is: Predict the product of the given reaction. Given the reactants N[C:2]1[CH:16]=[CH:15][C:5]2[C:6](=[O:14])[NH:7][C:8]3[C:13]([C:4]=2[CH:3]=1)=[CH:12][CH:11]=[CH:10][N:9]=3.[CH:17]1[C:26]2[C:21](=CC=CC=2)[CH:20]=[CH:19][C:18]=1S(Cl)(=O)=O.C([N:34](CC)C(C)C)(C)C.[O:40]1[CH2:45]COCC1, predict the reaction product. The product is: [CH3:45][O:40][C:18]1[CH:19]=[CH:20][C:21]([NH:34][C:11]2[CH:12]=[C:13]3[C:8](=[N:9][CH:10]=2)[NH:7][C:6](=[O:14])[C:5]2[CH:15]=[CH:16][CH:2]=[CH:3][C:4]3=2)=[CH:26][CH:17]=1.